This data is from NCI-60 drug combinations with 297,098 pairs across 59 cell lines. The task is: Regression. Given two drug SMILES strings and cell line genomic features, predict the synergy score measuring deviation from expected non-interaction effect. (1) Drug 1: CC1=C2C(C(=O)C3(C(CC4C(C3C(C(C2(C)C)(CC1OC(=O)C(C(C5=CC=CC=C5)NC(=O)OC(C)(C)C)O)O)OC(=O)C6=CC=CC=C6)(CO4)OC(=O)C)OC)C)OC. Drug 2: C1=C(C(=O)NC(=O)N1)N(CCCl)CCCl. Cell line: COLO 205. Synergy scores: CSS=61.4, Synergy_ZIP=-4.66, Synergy_Bliss=-8.97, Synergy_Loewe=-6.35, Synergy_HSA=-4.90. (2) Synergy scores: CSS=52.9, Synergy_ZIP=6.70, Synergy_Bliss=11.1, Synergy_Loewe=7.75, Synergy_HSA=7.65. Drug 1: CN1CCC(CC1)COC2=C(C=C3C(=C2)N=CN=C3NC4=C(C=C(C=C4)Br)F)OC. Drug 2: C1CC(C1)(C(=O)O)C(=O)O.[NH2-].[NH2-].[Pt+2]. Cell line: RPMI-8226. (3) Drug 1: C1C(C(OC1N2C=NC3=C(N=C(N=C32)Cl)N)CO)O. Drug 2: C1CC(=O)NC(=O)C1N2C(=O)C3=CC=CC=C3C2=O. Cell line: RXF 393. Synergy scores: CSS=-1.52, Synergy_ZIP=-0.796, Synergy_Bliss=-3.53, Synergy_Loewe=-6.91, Synergy_HSA=-4.51. (4) Drug 1: CC(C1=C(C=CC(=C1Cl)F)Cl)OC2=C(N=CC(=C2)C3=CN(N=C3)C4CCNCC4)N. Drug 2: COC1=C2C(=CC3=C1OC=C3)C=CC(=O)O2. Cell line: 786-0. Synergy scores: CSS=-2.92, Synergy_ZIP=1.45, Synergy_Bliss=0.403, Synergy_Loewe=-2.59, Synergy_HSA=-1.14.